This data is from Forward reaction prediction with 1.9M reactions from USPTO patents (1976-2016). The task is: Predict the product of the given reaction. (1) Given the reactants [O:1]1[C:6]2[CH:7]=[CH:8][C:9]([NH:11][CH:12]=O)=[CH:10][C:5]=2[O:4][CH2:3][CH2:2]1.[H-].[Na+].FC1[CH:22]=[CH:21][CH:20]=[C:19]([N:23]2[CH:27]=[CH:26][CH:25]=[N:24]2)[N:18]=1.O, predict the reaction product. The product is: [O:1]1[C:6]2[CH:7]=[CH:8][C:9]([NH:11][C:12]3[CH:22]=[CH:21][CH:20]=[C:19]([N:23]4[CH:27]=[CH:26][CH:25]=[N:24]4)[N:18]=3)=[CH:10][C:5]=2[O:4][CH2:3][CH2:2]1. (2) Given the reactants [C:1]([C:5]1[CH:47]=[CH:46][C:8]2[C:9](=[O:45])[N:10]([C:14]3[CH:21]=[CH:20][CH:19]=[C:18]([C:22]4[CH:27]=[C:26]([NH:28][C:29]5[CH:34]=[CH:33][C:32]([C:35]([N:37]6[CH2:42][CH2:41][O:40][CH2:39][CH2:38]6)=[O:36])=[CH:31][N:30]=5)[C:25](=[O:43])[N:24]([CH3:44])[CH:23]=4)[C:15]=3[CH:16]=[O:17])[CH2:11][CH2:12][O:13][C:7]=2[CH:6]=1)([CH3:4])([CH3:3])[CH3:2].[BH4-].[Na+], predict the reaction product. The product is: [C:1]([C:5]1[CH:47]=[CH:46][C:8]2[C:9](=[O:45])[N:10]([C:14]3[CH:21]=[CH:20][CH:19]=[C:18]([C:22]4[CH:27]=[C:26]([NH:28][C:29]5[CH:34]=[CH:33][C:32]([C:35]([N:37]6[CH2:42][CH2:41][O:40][CH2:39][CH2:38]6)=[O:36])=[CH:31][N:30]=5)[C:25](=[O:43])[N:24]([CH3:44])[CH:23]=4)[C:15]=3[CH2:16][OH:17])[CH2:11][CH2:12][O:13][C:7]=2[CH:6]=1)([CH3:4])([CH3:2])[CH3:3]. (3) The product is: [OH:1][CH:2]([CH2:17][O:18][C:19]1[CH:24]=[CH:23][CH:22]=[C:21]([C:25]2[CH:33]=[CH:32][CH:31]=[CH:41][CH:26]=2)[CH:20]=1)[CH2:3][NH:4][C:5]([CH3:16])([CH3:15])[CH2:6][C:7]1[CH:8]=[CH:9][C:10]([O:13][CH3:14])=[CH:11][CH:12]=1. Given the reactants [OH:1][CH:2]([CH2:17][O:18][CH2:19][CH2:20][CH:21]([CH2:25][CH3:26])[CH2:22][CH2:23][CH3:24])[CH2:3][NH:4][C:5]([CH3:16])([CH3:15])[CH2:6][C:7]1[CH:12]=[CH:11][C:10]([O:13][CH3:14])=[CH:9][CH:8]=1.OC(COC(C)C)CN[C:31](C)([CH3:41])[CH2:32][C:33]1C=CC(OC)=CC=1, predict the reaction product. (4) Given the reactants C(OC([N:8]([CH2:21][CH:22]1[CH2:27][CH2:26][N:25]([C:28](=[O:37])[CH2:29][C:30]([CH3:36])([CH3:35])[CH2:31][C:32]([OH:34])=[O:33])[CH2:24][CH:23]1[C:38]1[CH:43]=[CH:42][CH:41]=[CH:40][CH:39]=1)[C@@H:9]([C:11]1[C:20]2[C:15](=[CH:16][CH:17]=[CH:18][CH:19]=2)[CH:14]=[CH:13][CH:12]=1)[CH3:10])=O)(C)(C)C.[ClH:44].O1CCOCC1, predict the reaction product. The product is: [ClH:44].[CH3:36][C:30]([CH3:35])([CH2:29][C:28]([N:25]1[CH2:26][CH2:27][CH:22]([CH2:21][NH:8][C@@H:9]([C:11]2[C:20]3[C:15](=[CH:16][CH:17]=[CH:18][CH:19]=3)[CH:14]=[CH:13][CH:12]=2)[CH3:10])[CH:23]([C:38]2[CH:39]=[CH:40][CH:41]=[CH:42][CH:43]=2)[CH2:24]1)=[O:37])[CH2:31][C:32]([OH:34])=[O:33]. (5) Given the reactants [CH3:1][C:2]1[CH:8]=[C:7](B2OC(C)(C)C(C)(C)O2)[CH:6]=[C:5]([CH3:18])[C:3]=1[NH2:4].Cl[C:20]1[N:25]=[CH:24][N:23]([CH3:26])[C:22](=[O:27])[CH:21]=1.C([O-])([O-])=O.[Na+].[Na+], predict the reaction product. The product is: [NH2:4][C:3]1[C:5]([CH3:18])=[CH:6][C:7]([C:20]2[N:25]=[CH:24][N:23]([CH3:26])[C:22](=[O:27])[CH:21]=2)=[CH:8][C:2]=1[CH3:1]. (6) Given the reactants Cl[C:2]1[NH:3][C:4]2[N:5]([N:12]=[CH:13][C:14]=2[C:15]#[N:16])[C:6](=[O:11])[C:7]=1[CH:8]([CH3:10])[CH3:9].C[Si]([Br:21])(C)C, predict the reaction product. The product is: [Br:21][C:2]1[NH:3][C:4]2[N:5]([N:12]=[CH:13][C:14]=2[C:15]#[N:16])[C:6](=[O:11])[C:7]=1[CH:8]([CH3:10])[CH3:9].